Task: Predict the reaction yield, written as a fraction of the theoretical maximum amount of product (1.0 means a 100% yield; for example, 0.34 means a 34% yield).. Dataset: Reaction yield outcomes from USPTO patents with 853,638 reactions (1) The reactants are [CH2:1]([N:8]1[CH2:12][CH2:11][C:10](=O)[CH2:9]1)[C:2]1[CH:7]=[CH:6][CH:5]=[CH:4][CH:3]=1.[NH2:14][C:15]1[CH:16]=[C:17]2[C:21](=[CH:22][CH:23]=1)[NH:20][N:19]=[CH:18]2.C(O)(=O)C.C(=O)([O-])O.[Na+]. The catalyst is CO. The product is [CH2:1]([N:8]1[CH2:12][CH2:11][CH2:10][CH:9]1[NH:14][C:15]1[CH:16]=[C:17]2[C:21](=[CH:22][CH:23]=1)[NH:20][N:19]=[CH:18]2)[C:2]1[CH:7]=[CH:6][CH:5]=[CH:4][CH:3]=1. The yield is 0.340. (2) The reactants are [CH2:1]([C:5]1[N:6]=[C:7]([CH3:35])[N:8]([CH2:31][C:32](O)=[O:33])[C:9](=[O:30])[C:10]=1[CH2:11][C:12]1[CH:17]=[CH:16][C:15]([C:18]2[CH:23]=[CH:22][CH:21]=[CH:20][C:19]=2[C:24]2[NH:28][C:27](=[O:29])[O:26][N:25]=2)=[CH:14][CH:13]=1)[CH2:2][CH2:3][CH3:4].[C:36]([NH2:40])([CH3:39])([CH3:38])[CH3:37].ON1C2C=CC=CC=2N=N1.Cl.C(N=C=NCCCN(C)C)C. The catalyst is C(OCC)(=O)C.CN(C)C=O. The product is [C:36]([NH:40][C:32](=[O:33])[CH2:31][N:8]1[C:9](=[O:30])[C:10]([CH2:11][C:12]2[CH:13]=[CH:14][C:15]([C:18]3[CH:23]=[CH:22][CH:21]=[CH:20][C:19]=3[C:24]3[NH:28][C:27](=[O:29])[O:26][N:25]=3)=[CH:16][CH:17]=2)=[C:5]([CH2:1][CH2:2][CH2:3][CH3:4])[N:6]=[C:7]1[CH3:35])([CH3:39])([CH3:38])[CH3:37]. The yield is 0.660. (3) The reactants are [CH3:1][C:2]1[C:18](=[O:19])[CH2:17][CH2:16][C@@:15]2([CH3:20])[C:3]=1[CH2:4][CH2:5][C@@H:6]1[C@@H:14]2[CH2:13][CH2:12][C@@:11]2([CH3:21])[C@H:7]1[CH2:8][CH2:9][C@@H:10]2[OH:22].OO.[O-:25]S([O-])=O.[Na+].[Na+].[Na+].[Cl-]. The catalyst is CO.[OH-].[Na+].O. The product is [CH3:1][C@:2]12[O:25][C@:3]31[C@:15]([CH3:20])([CH2:16][CH2:17][C:18]2=[O:19])[C@@H:14]1[C@H:6]([C@H:7]2[C@@:11]([CH2:12][CH2:13]1)([CH3:21])[C@@H:10]([OH:22])[CH2:9][CH2:8]2)[CH2:5][CH2:4]3. The yield is 0.250. (4) The reactants are [C:1]([C:3]1[CH:8]=[CH:7][C:6]([C:9]2[N:10]=[C:11]([CH:14]([CH3:31])[C:15]([C:23]3[CH:28]=[CH:27][C:26]([F:29])=[CH:25][C:24]=3[F:30])([OH:22])[CH2:16][N:17]3[CH:21]=[N:20][CH:19]=[N:18]3)[S:12][CH:13]=2)=[CH:5][CH:4]=1)#[N:2].[C@@]12(CS(O)(=O)=O)C(C)(C)C(CC1)CC2=O.C(O)(=O)C. The catalyst is CO. The product is [C:1]([C:3]1[CH:8]=[CH:7][C:6]([C:9]2[N:10]=[C:11]([C@H:14]([CH3:31])[C@:15]([C:23]3[CH:28]=[CH:27][C:26]([F:29])=[CH:25][C:24]=3[F:30])([OH:22])[CH2:16][N:17]3[CH:21]=[N:20][CH:19]=[N:18]3)[S:12][CH:13]=2)=[CH:5][CH:4]=1)#[N:2]. The yield is 0.380. (5) The catalyst is CN(C=O)C.O. The yield is 0.847. The product is [O:56]=[C:55]([N:57]1[CH2:58][CH2:59][CH:60]([O:63][C:64]2[CH:69]=[CH:68][CH:67]=[C:66]([C:70]([F:73])([F:71])[F:72])[CH:65]=2)[CH2:61][CH2:62]1)[CH2:54][NH:53][C:21]([C:19]1[N:18]=[N:17][N:16]([N:10]2[CH2:11][CH2:12][O:13][CH2:14][CH2:15]2)[CH:20]=1)=[O:23]. The reactants are CCN(C(C)C)C(C)C.[N:10]1([N:16]2[CH:20]=[C:19]([C:21]([OH:23])=O)[N:18]=[N:17]2)[CH2:15][CH2:14][O:13][CH2:12][CH2:11]1.NN1CCOCC1.C1C=CC2N(O)N=NC=2C=1.CCN=C=NCCCN(C)C.Cl.[NH2:53][CH2:54][C:55]([N:57]1[CH2:62][CH2:61][CH:60]([O:63][C:64]2[CH:69]=[CH:68][CH:67]=[C:66]([C:70]([F:73])([F:72])[F:71])[CH:65]=2)[CH2:59][CH2:58]1)=[O:56].